From a dataset of Catalyst prediction with 721,799 reactions and 888 catalyst types from USPTO. Predict which catalyst facilitates the given reaction. (1) Reactant: C(OC([NH:8][C@H:9]([C:13]([N:15]([CH3:17])[CH3:16])=[O:14])[CH2:10][O:11][CH3:12])=O)(C)(C)C.Cl.C(OCC)(=O)C. Product: [CH3:16][N:15]([CH3:17])[C:13](=[O:14])[C@H:9]([CH2:10][O:11][CH3:12])[NH2:8]. The catalyst class is: 13. (2) Reactant: C([O-])(O)=O.[Na+].[NH:6]1[CH2:10][CH2:9][CH2:8][CH:7]1[CH2:11][OH:12].[Br:13][C:14]1[CH:19]=[CH:18][C:17]([S:20](Cl)(=[O:22])=[O:21])=[CH:16][CH:15]=1. Product: [Br:13][C:14]1[CH:19]=[CH:18][C:17]([S:20]([N:6]2[CH2:10][CH2:9][CH2:8][C@@H:7]2[CH2:11][OH:12])(=[O:22])=[O:21])=[CH:16][CH:15]=1. The catalyst class is: 2. (3) Reactant: [CH2:1]([N:8]1[CH2:15][CH:14]2[CH:10]([CH2:11][N:12](C)[CH2:13]2)[CH2:9]1)C1C=CC=CC=1.C([O-])=O.[NH4+]. Product: [CH3:1][N:8]1[CH2:15][CH:14]2[CH:10]([CH2:11][NH:12][CH2:13]2)[CH2:9]1. The catalyst class is: 19. (4) Reactant: [C:1]([O:5][C:6]([NH:8][C@@:9]1([CH2:21][CH:22]2[CH2:27][CH2:26][N:25]([C:28]([O:30][CH2:31][CH2:32][Si:33]([CH3:36])([CH3:35])[CH3:34])=[O:29])[CH2:24][CH2:23]2)[C:16](=[O:17])[N:15]2[C@@H:11]([S:12][CH2:13][C@H:14]2[C:18](=O)[NH2:19])[CH2:10]1)=[O:7])([CH3:4])([CH3:3])[CH3:2].C(N(CC)CC)C.FC(F)(F)C(OC(=O)C(F)(F)F)=O. Product: [C:1]([O:5][C:6]([NH:8][C@@:9]1([CH2:21][CH:22]2[CH2:23][CH2:24][N:25]([C:28]([O:30][CH2:31][CH2:32][Si:33]([CH3:36])([CH3:35])[CH3:34])=[O:29])[CH2:26][CH2:27]2)[C:16](=[O:17])[N:15]2[C@@H:11]([S:12][CH2:13][C@H:14]2[C:18]#[N:19])[CH2:10]1)=[O:7])([CH3:3])([CH3:2])[CH3:4]. The catalyst class is: 1. (5) Reactant: CC(N(C)C)=O.[CH3:7][C:8]1[C:9]([C:21]2[CH:26]=[CH:25][CH:24]=[C:23]([O:27][CH3:28])[CH:22]=2)=[C:10]([OH:20])[C:11]2[C:16]([CH:17]=1)=[CH:15][C:14]([O:18][CH3:19])=[CH:13][CH:12]=2.F[C:30]1[CH:37]=[CH:36][C:33]([CH:34]=[O:35])=[CH:32][CH:31]=1.C(=O)([O-])[O-].[Cs+].[Cs+]. Product: [CH3:7][C:8]1[C:9]([C:21]2[CH:26]=[CH:25][CH:24]=[C:23]([O:27][CH3:28])[CH:22]=2)=[C:10]([O:20][C:30]2[CH:37]=[CH:36][C:33]([CH:34]=[O:35])=[CH:32][CH:31]=2)[C:11]2[C:16]([CH:17]=1)=[CH:15][C:14]([O:18][CH3:19])=[CH:13][CH:12]=2. The catalyst class is: 6. (6) Reactant: [N+:1]([C:4]1[CH:21]=[CH:20][C:7]([CH2:8][O:9][C:10](=[O:19])[CH2:11][C:12]2[CH:17]=[CH:16][CH:15]=[CH:14][C:13]=2[CH3:18])=[CH:6][CH:5]=1)([O-:3])=[O:2].[Cl:22][S:23](O)(=[O:25])=[O:24]. The catalyst class is: 22. Product: [N+:1]([C:4]1[CH:5]=[CH:6][C:7]([CH2:8][O:9][C:10](=[O:19])[CH2:11][C:12]2[CH:17]=[C:16]([S:23]([Cl:22])(=[O:25])=[O:24])[CH:15]=[CH:14][C:13]=2[CH3:18])=[CH:20][CH:21]=1)([O-:3])=[O:2]. (7) Reactant: [CH2:1]([C@H:3]([NH:10][C:11]([C@@H:13]1[CH2:17][C@H:16]([F:18])[CH2:15][N:14]1[C:19]([O:21][C:22]([CH3:25])([CH3:24])[CH3:23])=[O:20])=[O:12])/[CH:4]=[CH:5]/[C:6]([O:8]C)=[O:7])[CH3:2].[Li+].[OH-]. Product: [CH3:23][C:22]([O:21][C:19]([N:14]1[CH2:15][C@@H:16]([F:18])[CH2:17][C@H:13]1[C:11]([NH:10][C@@H:3]([CH2:1][CH3:2])/[CH:4]=[CH:5]/[C:6]([OH:8])=[O:7])=[O:12])=[O:20])([CH3:24])[CH3:25]. The catalyst class is: 20.